From a dataset of Catalyst prediction with 721,799 reactions and 888 catalyst types from USPTO. Predict which catalyst facilitates the given reaction. (1) Reactant: P(Cl)(Cl)(Cl)=O.[F:6][C:7]1[CH:15]=[CH:14][CH:13]=[C:12]2[C:8]=1[CH:9]=[CH:10][N:11]2[CH3:16].CN([CH:20]=[O:21])C. Product: [F:6][C:7]1[CH:15]=[CH:14][CH:13]=[C:12]2[C:8]=1[C:9]([CH:20]=[O:21])=[CH:10][N:11]2[CH3:16]. The catalyst class is: 74. (2) Reactant: [CH2:1]([N:4]1[C:12](=[O:13])[C:11]2[NH:10][C:9]([C:14]3[CH:15]=[N:16][N:17]([CH2:19][C:20]4[CH:25]=[CH:24][CH:23]=[C:22]([C:26]([F:29])([F:28])[F:27])[CH:21]=4)[CH:18]=3)=[N:8][C:7]=2[NH:6][C:5]1=O)[CH2:2][CH3:3].[NH4+].[Cl-:32]. Product: [Cl:32][C:5]1[N:4]([CH2:1][CH2:2][CH3:3])[C:12](=[O:13])[C:11]2[NH:10][C:9]([C:14]3[CH:15]=[N:16][N:17]([CH2:19][C:20]4[CH:25]=[CH:24][CH:23]=[C:22]([C:26]([F:29])([F:28])[F:27])[CH:21]=4)[CH:18]=3)=[N:8][C:7]=2[N:6]=1. The catalyst class is: 265.